From a dataset of Reaction yield outcomes from USPTO patents with 853,638 reactions. Predict the reaction yield, written as a fraction of the theoretical maximum amount of product (1.0 means a 100% yield; for example, 0.34 means a 34% yield). The reactants are C[Al](C)C.[F:5][C:6]1[CH:7]=[C:8]([CH:11]=[CH:12][CH:13]=1)[CH2:9][NH2:10].C([O:16][C:17]([C:19]1[C:20]([S:34][CH2:35][CH3:36])=[N:21][C:22]2[C:27]([C:28]=1[OH:29])=[CH:26][CH:25]=[C:24]([C:30]([F:33])([F:32])[F:31])[CH:23]=2)=O)C.CCCCCC. The catalyst is C1(C)C=CC=CC=1.O. The product is [CH2:35]([S:34][C:20]1[C:19]([C:17]([NH:10][CH2:9][C:8]2[CH:11]=[CH:12][CH:13]=[C:6]([F:5])[CH:7]=2)=[O:16])=[C:28]([OH:29])[C:27]2[C:22](=[CH:23][C:24]([C:30]([F:33])([F:31])[F:32])=[CH:25][CH:26]=2)[N:21]=1)[CH3:36]. The yield is 0.730.